Dataset: NCI-60 drug combinations with 297,098 pairs across 59 cell lines. Task: Regression. Given two drug SMILES strings and cell line genomic features, predict the synergy score measuring deviation from expected non-interaction effect. (1) Drug 1: CN1C2=C(C=C(C=C2)N(CCCl)CCCl)N=C1CCCC(=O)O.Cl. Drug 2: C1CC(=O)NC(=O)C1N2C(=O)C3=CC=CC=C3C2=O. Cell line: CAKI-1. Synergy scores: CSS=-1.10, Synergy_ZIP=0.0822, Synergy_Bliss=-0.745, Synergy_Loewe=-3.40, Synergy_HSA=-2.66. (2) Drug 1: CN(CC1=CN=C2C(=N1)C(=NC(=N2)N)N)C3=CC=C(C=C3)C(=O)NC(CCC(=O)O)C(=O)O. Drug 2: CC1C(C(CC(O1)OC2CC(CC3=C2C(=C4C(=C3O)C(=O)C5=C(C4=O)C(=CC=C5)OC)O)(C(=O)CO)O)N)O.Cl. Cell line: HL-60(TB). Synergy scores: CSS=42.8, Synergy_ZIP=-16.9, Synergy_Bliss=-40.4, Synergy_Loewe=-3.81, Synergy_HSA=-33.8. (3) Drug 1: C1=NNC2=C1C(=O)NC=N2. Drug 2: COC1=C2C(=CC3=C1OC=C3)C=CC(=O)O2. Cell line: SF-539. Synergy scores: CSS=4.49, Synergy_ZIP=1.01, Synergy_Bliss=2.80, Synergy_Loewe=1.87, Synergy_HSA=1.02.